From a dataset of Reaction yield outcomes from USPTO patents with 853,638 reactions. Predict the reaction yield, written as a fraction of the theoretical maximum amount of product (1.0 means a 100% yield; for example, 0.34 means a 34% yield). (1) The reactants are [CH3:1][C:2]1([C:9]([O:11][CH2:12][CH:13]([CH3:15])[CH3:14])=[O:10])[CH2:7][CH2:6][C:5](=[O:8])[CH2:4][CH2:3]1.C([Si](C)(C)O[CH2:22][CH2:23][O:24][CH3:25])(C)(C)C.C([SiH](CC)CC)C. The catalyst is C(#N)C. The product is [CH3:1][C:2]1([C:9]([O:11][CH2:12][CH:13]([CH3:15])[CH3:14])=[O:10])[CH2:3][CH2:4][CH:5]([O:8][CH2:22][CH2:23][O:24][CH3:25])[CH2:6][CH2:7]1. The yield is 0.830. (2) The reactants are [Li+].[OH-].C[O:4][C:5](=[O:27])[C:6]1[CH:11]=[CH:10][C:9]([O:12][CH3:13])=[C:8]([CH3:14])[C:7]=1[NH:15][C:16]([C:18]1[S:19][CH:20]=[C:21]([C:23]([F:26])([F:25])[F:24])[N:22]=1)=[O:17].C(O)(=O)CC(CC(O)=O)(C(O)=O)O. The catalyst is CCO.O. The product is [CH3:13][O:12][C:9]1[CH:10]=[CH:11][C:6]([C:5]([OH:27])=[O:4])=[C:7]([NH:15][C:16]([C:18]2[S:19][CH:20]=[C:21]([C:23]([F:26])([F:24])[F:25])[N:22]=2)=[O:17])[C:8]=1[CH3:14]. The yield is 0.880. (3) The reactants are [CH2:1]([N:8]1[C:16]2[C:11](=[CH:12][C:13](Br)=[CH:14][CH:15]=2)[CH:10]=[CH:9]1)[C:2]1[CH:7]=[CH:6][CH:5]=[CH:4][CH:3]=1.[F:18][C:19]([F:31])([F:30])[O:20][C:21]1[CH:22]=[C:23](B(O)O)[CH:24]=[CH:25][CH:26]=1.C(=O)([O-])[O-].[K+].[K+]. The catalyst is [Br-].C([N+](CCCC)(CCCC)CCCC)CCC.O.C1COCC1.C([O-])(=O)C.[Pd+2].C([O-])(=O)C. The product is [CH2:1]([N:8]1[C:16]2[C:11](=[CH:12][C:13]([C:23]3[CH:24]=[CH:25][CH:26]=[C:21]([O:20][C:19]([F:18])([F:30])[F:31])[CH:22]=3)=[CH:14][CH:15]=2)[CH:10]=[CH:9]1)[C:2]1[CH:7]=[CH:6][CH:5]=[CH:4][CH:3]=1. The yield is 0.380. (4) The reactants are [CH2:1]([N:8]1[C:16]2[C:15]([O:17][C:18]3[C:23]([CH3:24])=[CH:22][C:21]([C:25](=[O:27])[CH3:26])=[CH:20][C:19]=3[CH3:28])=[N:14][C:13](Cl)=[N:12][C:11]=2[CH:10]=[CH:9]1)[C:2]1[CH:7]=[CH:6][CH:5]=[CH:4][CH:3]=1.[NH2:30][C:31]1[CH:38]=[CH:37][C:34]([C:35]#[N:36])=[CH:33][CH:32]=1.C(O)(C(F)(F)F)=O. The catalyst is O. The product is [C:25]([C:21]1[CH:22]=[C:23]([CH3:24])[C:18]([O:17][C:15]2[C:16]3[N:8]([CH2:1][C:2]4[CH:7]=[CH:6][CH:5]=[CH:4][CH:3]=4)[CH:9]=[CH:10][C:11]=3[N:12]=[C:13]([NH:30][C:31]3[CH:38]=[CH:37][C:34]([C:35]#[N:36])=[CH:33][CH:32]=3)[N:14]=2)=[C:19]([CH3:28])[CH:20]=1)(=[O:27])[CH3:26]. The yield is 0.510. (5) The reactants are [N+]([C:4]1[CH:9]=[C:8]([N+:10]([O-])=O)[C:7]([C:13]([F:16])([F:15])[F:14])=[CH:6][C:5]=1/[CH:17]=[CH:18]/[N:19](C)C)([O-])=O. The catalyst is [Ni].C(O)C. The product is [F:16][C:13]([F:14])([F:15])[C:7]1[CH:6]=[C:5]2[C:4](=[CH:9][C:8]=1[NH2:10])[NH:19][CH:18]=[CH:17]2. The yield is 0.140. (6) The reactants are [NH2:1][C@H:2]1[C@@H:7]([NH:8][C:9]([C:11]2[NH:12][C:13]([CH2:17][CH3:18])=[C:14]([Cl:16])[N:15]=2)=[O:10])[CH2:6][CH2:5][N:4]([C:19]2[S:20][C:21]3[C:27]([C:28]([O:30][CH2:31][CH3:32])=[O:29])=[CH:26][CH:25]=[CH:24][C:22]=3[N:23]=2)[CH2:3]1.[CH:33](=O)[CH2:34][CH3:35].C(O[BH-](OC(=O)C)OC(=O)C)(=O)C.[Na+]. No catalyst specified. The product is [Cl:16][C:14]1[N:15]=[C:11]([C:9]([NH:8][C@H:7]2[CH2:6][CH2:5][N:4]([C:19]3[S:20][C:21]4[C:27]([C:28]([O:30][CH2:31][CH3:32])=[O:29])=[CH:26][CH:25]=[CH:24][C:22]=4[N:23]=3)[CH2:3][C@H:2]2[NH:1][CH2:33][CH2:34][CH3:35])=[O:10])[NH:12][C:13]=1[CH2:17][CH3:18]. The yield is 0.770. (7) The reactants are [F:1][C:2]([F:19])([F:18])[C:3]1[CH:4]=[C:5]([NH:9][N:10]=[C:11]([C:15](=[O:17])[CH3:16])[C:12](=[O:14])[CH3:13])[CH:6]=[CH:7][CH:8]=1.[CH3:20]OC(OC)N(C)C. The catalyst is CN(C=O)C.Cl. The product is [C:15]([C:11]1[C:12](=[O:14])[CH:13]=[CH:20][N:9]([C:5]2[CH:6]=[CH:7][CH:8]=[C:3]([C:2]([F:18])([F:19])[F:1])[CH:4]=2)[N:10]=1)(=[O:17])[CH3:16]. The yield is 0.650. (8) The reactants are C([NH:5][S:6]([C:9]1[S:10][C:11]([C:14]2[N:15]=[CH:16][N:17]([C:19]3[N:24]=[C:23]([C:25]4[CH:30]=[CH:29][C:28]([F:31])=[CH:27][CH:26]=4)[CH:22]=[C:21]([C:32]([F:35])([F:34])[F:33])[N:20]=3)[CH:18]=2)=[CH:12][CH:13]=1)(=[O:8])=[O:7])(C)(C)C.C(O)(C(F)(F)F)=O. The catalyst is ClCCl. The product is [F:31][C:28]1[CH:29]=[CH:30][C:25]([C:23]2[CH:22]=[C:21]([C:32]([F:33])([F:35])[F:34])[N:20]=[C:19]([N:17]3[CH:18]=[C:14]([C:11]4[S:10][C:9]([S:6]([NH2:5])(=[O:7])=[O:8])=[CH:13][CH:12]=4)[N:15]=[CH:16]3)[N:24]=2)=[CH:26][CH:27]=1. The yield is 0.670.